Task: Predict the reaction yield, written as a fraction of the theoretical maximum amount of product (1.0 means a 100% yield; for example, 0.34 means a 34% yield).. Dataset: Reaction yield outcomes from USPTO patents with 853,638 reactions (1) The reactants are Cl[C:2]1[NH:10][C:9]2[C:4](=[N:5][CH:6]=[CH:7][CH:8]=2)[C:3]=1[C:11]#[N:12].[CH:13]12[CH2:21][CH2:20][CH:17]([CH2:18][CH2:19]1)[CH2:16][NH:15][CH2:14]2. No catalyst specified. The product is [CH:13]12[CH2:21][CH2:20][CH:17]([CH2:18][CH2:19]1)[CH2:16][N:15]([C:2]1[NH:10][C:9]3[C:4](=[N:5][CH:6]=[CH:7][CH:8]=3)[C:3]=1[C:11]#[N:12])[CH2:14]2. The yield is 0.580. (2) The reactants are [Cl:1][C:2]1[CH:7]=[CH:6][C:5]([C:8]2[C:12](=[O:13])[N:11]([CH2:14][C:15]([NH:17][C:18]3[CH:23]=[CH:22][C:21]([F:24])=[C:20]([F:25])[CH:19]=3)=[O:16])[C:10]3([CH2:30][CH2:29][CH2:28][N:27](C(OC(C)(C)C)=O)[CH2:26]3)[N:9]=2)=[CH:4][CH:3]=1.Cl. The catalyst is O1CCOCC1. The product is [Cl:1][C:2]1[CH:7]=[CH:6][C:5]([C:8]2[C:12](=[O:13])[N:11]([CH2:14][C:15]([NH:17][C:18]3[CH:23]=[CH:22][C:21]([F:24])=[C:20]([F:25])[CH:19]=3)=[O:16])[C:10]3([CH2:30][CH2:29][CH2:28][NH:27][CH2:26]3)[N:9]=2)=[CH:4][CH:3]=1. The yield is 0.620. (3) The reactants are [F:1][C:2]1[CH:42]=[N:41][C:5]2[N:6]([C:31]3[CH:32]=[C:33]([CH:38]=[CH:39][CH:40]=3)[C:34]([O:36]C)=[O:35])[C:7](=[O:30])[N:8]([C@H:11]3[CH2:16][CH2:15][C@@H:14]([NH:17][C:18]([C:20]4[N:21]=[C:22]5[CH:27]=[CH:26][C:25]([F:28])=[CH:24][N:23]5[CH:29]=4)=[O:19])[CH2:13][CH2:12]3)[C:9](=[O:10])[C:4]=2[CH:3]=1.[OH-].[Li+].C(O)(=O)C. The catalyst is O1CCOCC1.O. The product is [F:1][C:2]1[CH:42]=[N:41][C:5]2[N:6]([C:31]3[CH:32]=[C:33]([CH:38]=[CH:39][CH:40]=3)[C:34]([OH:36])=[O:35])[C:7](=[O:30])[N:8]([C@H:11]3[CH2:12][CH2:13][C@@H:14]([NH:17][C:18]([C:20]4[N:21]=[C:22]5[CH:27]=[CH:26][C:25]([F:28])=[CH:24][N:23]5[CH:29]=4)=[O:19])[CH2:15][CH2:16]3)[C:9](=[O:10])[C:4]=2[CH:3]=1. The yield is 0.120. (4) The reactants are [Br:1][C:2]1[CH:3]=[C:4]([CH:8]=[CH:9][CH:10]=1)[C:5]([OH:7])=[O:6].[C:11](Br)([CH3:14])([CH3:13])[CH3:12]. The catalyst is C(=O)([O-])[O-].[Ag+2]. The product is [C:11]([O:6][C:5](=[O:7])[C:4]1[CH:8]=[CH:9][CH:10]=[C:2]([Br:1])[CH:3]=1)([CH3:14])([CH3:13])[CH3:12]. The yield is 0.570. (5) The reactants are [CH2:1]([CH:5]1[CH2:10][CH2:9][CH:8]([CH:11]2[CH2:20][CH2:19][C:14]3(OCC[O:15]3)[CH2:13][CH2:12]2)[CH2:7][CH2:6]1)[CH:2]([CH3:4])[CH3:3].FC(F)(F)C(O)=O. The catalyst is CC(C)=O.O. The product is [CH2:1]([CH:5]1[CH2:10][CH2:9][CH:8]([CH:11]2[CH2:12][CH2:13][C:14](=[O:15])[CH2:19][CH2:20]2)[CH2:7][CH2:6]1)[CH:2]([CH3:4])[CH3:3]. The yield is 0.740.